This data is from Catalyst prediction with 721,799 reactions and 888 catalyst types from USPTO. The task is: Predict which catalyst facilitates the given reaction. (1) Reactant: C1(P(C2C=CC=CC=2)C2C=CC=CC=2)C=CC=CC=1.BrN1C(=O)CCC1=O.[Cl:28][C:29]1[CH:34]=[CH:33][C:32]([CH:35]([CH2:39][CH:40]2[CH2:44][CH2:43][CH2:42][CH2:41]2)[C:36]([OH:38])=O)=[CH:31][C:30]=1[N+:45]([O-:47])=[O:46].[NH2:48][C:49]1[CH:54]=[CH:53][C:52]([Br:55])=[CH:51][N:50]=1. Product: [Br:55][C:52]1[CH:53]=[CH:54][C:49]([NH:48][C:36](=[O:38])[CH:35]([C:32]2[CH:33]=[CH:34][C:29]([Cl:28])=[C:30]([N+:45]([O-:47])=[O:46])[CH:31]=2)[CH2:39][CH:40]2[CH2:44][CH2:43][CH2:42][CH2:41]2)=[N:50][CH:51]=1. The catalyst class is: 2. (2) Reactant: [CH:1]([C:3]1[CH:4]=[C:5]([CH:8]=[CH:9][CH:10]=1)[C:6]#[N:7])=[O:2].[CH2:11](O)[CH2:12][OH:13]. Product: [O:2]1[CH2:11][CH2:12][O:13][CH:1]1[C:3]1[CH:4]=[C:5]([CH:8]=[CH:9][CH:10]=1)[C:6]#[N:7]. The catalyst class is: 11. (3) The catalyst class is: 25. Reactant: C([O:6][CH2:7][CH3:8])(=O)C(C)O.[OH:9][C:10]1[CH:11]=C(C=CC=1)C=O.F[P-](F)(F)(F)(F)F.N1([O:34][P+:35](N2CCCC2)(N2CCCC2)N2CCCC2)C2C=CC=CC=2N=N1.C(N([CH:57]([CH3:59])[CH3:58])CC)(C)C.[CH3:60][N:61](C)C=O. Product: [CH2:10]([O:9][P:35]([C:57]([CH3:58])([CH3:59])[CH2:60][NH2:61])(=[O:34])[O:6][CH2:7][CH3:8])[CH3:11]. (4) Reactant: [F:1][C:2]1[CH:3]=[C:4]([C:23]2[CH:28]=[CH:27][CH:26]=[C:25]([F:29])[C:24]=2[OH:30])[CH:5]=[CH:6][C:7]=1[C@H:8]([NH:10][C:11]([C:13]1([NH:16]C(=O)C(F)(F)F)[CH2:15][CH2:14]1)=[O:12])[CH3:9].C(N(CC)CC)C.[F:38][C:39]([F:52])([F:51])[S:40](O[S:40]([C:39]([F:52])([F:51])[F:38])(=[O:42])=[O:41])(=[O:42])=[O:41].C(=O)(O)[O-]. Product: [F:38][C:39]([F:52])([F:51])[S:40]([O:30][C:24]1[C:25]([F:29])=[CH:26][CH:27]=[CH:28][C:23]=1[C:4]1[CH:5]=[CH:6][C:7]([C@H:8]([NH:10][C:11]([C:13]2([NH:16][S:40]([C:39]([F:38])([F:51])[F:52])(=[O:41])=[O:42])[CH2:14][CH2:15]2)=[O:12])[CH3:9])=[C:2]([F:1])[CH:3]=1)(=[O:42])=[O:41]. The catalyst class is: 473. (5) Reactant: [CH2:1]([C@H:8]1[CH2:12][O:11][C:10](=[O:13])[N:9]1[C:14](=[O:25])[CH2:15][CH2:16][CH2:17][CH2:18][C:19]1[CH:24]=[CH:23][CH:22]=[CH:21][CH:20]=1)[C:2]1[CH:7]=[CH:6][CH:5]=[CH:4][CH:3]=1.[CH3:26][Si]([N-][Si](C)(C)C)(C)C.[Li+].IC.OS([O-])(=O)=O.[K+]. The catalyst class is: 1. Product: [CH2:1]([C@H:8]1[CH2:12][O:11][C:10](=[O:13])[N:9]1[C:14](=[O:25])[C@@H:15]([CH3:26])[CH2:16][CH2:17][CH2:18][C:19]1[CH:24]=[CH:23][CH:22]=[CH:21][CH:20]=1)[C:2]1[CH:3]=[CH:4][CH:5]=[CH:6][CH:7]=1. (6) Reactant: [F:1][C:2]1[CH:3]=[C:4]([S:9]([C:12]2[CH:13]=[N:14][C:15]3[C:20]([C:21]=2O)=[CH:19][CH:18]=[C:17]([N+:23]([O-:25])=[O:24])[CH:16]=3)(=[O:11])=[O:10])[CH:5]=[CH:6][C:7]=1[F:8].O(Br)[Br:27].[P+5].[OH-].[Na+]. Product: [Br:27][C:21]1[C:20]2[C:15](=[CH:16][C:17]([N+:23]([O-:25])=[O:24])=[CH:18][CH:19]=2)[N:14]=[CH:13][C:12]=1[S:9]([C:4]1[CH:5]=[CH:6][C:7]([F:8])=[C:2]([F:1])[CH:3]=1)(=[O:11])=[O:10]. The catalyst class is: 18. (7) Reactant: [CH:1]1([CH2:4][NH:5][C:6](=[O:29])[NH:7][C:8]2[CH:28]=[CH:27][C:11]([C:12]([N:14]3[CH2:19][CH2:18][N:17](C(OC(C)(C)C)=O)[CH2:16][CH2:15]3)=[O:13])=[CH:10][CH:9]=2)[CH2:3][CH2:2]1.FC(F)(F)C(O)=O. Product: [CH:1]1([CH2:4][NH:5][C:6]([NH:7][C:8]2[CH:9]=[CH:10][C:11]([C:12]([N:14]3[CH2:19][CH2:18][NH:17][CH2:16][CH2:15]3)=[O:13])=[CH:27][CH:28]=2)=[O:29])[CH2:2][CH2:3]1. The catalyst class is: 4. (8) Reactant: [N+:1]([C:4]1[C:5]([NH:10][CH:11]2[CH2:16][CH2:15][CH:14]([NH2:17])[CH2:13][CH2:12]2)=[N:6][CH:7]=[CH:8][CH:9]=1)([O-:3])=[O:2].Cl[C:19]1[NH:23][C:22]2[CH:24]=[CH:25][CH:26]=[CH:27][C:21]=2[N:20]=1. Product: [NH:20]1[C:21]2[CH:27]=[CH:26][CH:25]=[CH:24][C:22]=2[N:23]=[C:19]1[NH:17][CH:14]1[CH2:15][CH2:16][CH:11]([NH:10][C:5]2[C:4]([N+:1]([O-:3])=[O:2])=[CH:9][CH:8]=[CH:7][N:6]=2)[CH2:12][CH2:13]1. The catalyst class is: 264.